Task: Predict the reactants needed to synthesize the given product.. Dataset: Full USPTO retrosynthesis dataset with 1.9M reactions from patents (1976-2016) (1) Given the product [CH:1]1([C:4]2[CH:5]=[N:6][C:7]([NH:14][C:15]3[CH:16]=[C:17]4[C:21](=[CH:22][CH:23]=3)[N:20]([CH2:33][C:32]3[CH:35]=[CH:36][C:37]([F:39])=[CH:38][C:31]=3[F:30])[CH:19]=[CH:18]4)=[C:8]([CH:13]=2)[C:9]([OH:11])=[O:10])[CH2:3][CH2:2]1, predict the reactants needed to synthesize it. The reactants are: [CH:1]1([C:4]2[CH:5]=[N:6][C:7]([NH:14][C:15]3[CH:16]=[C:17]4[C:21](=[CH:22][CH:23]=3)[NH:20][CH:19]=[CH:18]4)=[C:8]([CH:13]=2)[C:9]([O:11]C)=[O:10])[CH2:3][CH2:2]1.CC(C)([O-])C.[K+].[F:30][C:31]1[CH:38]=[C:37]([F:39])[CH:36]=[CH:35][C:32]=1[CH2:33]Br.[OH-].[Na+].Cl. (2) Given the product [CH2:8]([O:12][C:13]1[N:21]=[C:20]2[C:16]([N:17]=[C:18]([O:22][CH3:23])[N:19]2[CH2:32][CH2:33][CH2:34][CH2:35][Cl:36])=[C:15]([NH2:24])[N:14]=1)[CH2:9][CH2:10][CH3:11], predict the reactants needed to synthesize it. The reactants are: FC(F)(F)C(O)=O.[CH2:8]([O:12][C:13]1[N:21]=[C:20]2[C:16]([N:17]=[C:18]([O:22][CH3:23])[NH:19]2)=[C:15]([NH2:24])[N:14]=1)[CH2:9][CH2:10][CH3:11].C(=O)([O-])[O-].[K+].[K+].Br[CH2:32][CH2:33][CH2:34][CH2:35][Cl:36].